Dataset: Reaction yield outcomes from USPTO patents with 853,638 reactions. Task: Predict the reaction yield, written as a fraction of the theoretical maximum amount of product (1.0 means a 100% yield; for example, 0.34 means a 34% yield). (1) The product is [C:16]([CH2:15][O:1][C:2]1[CH:11]=[CH:10][C:5]([C:6]([O:8][CH3:9])=[O:7])=[C:4]([O:12][CH3:13])[CH:3]=1)#[N:17]. The yield is 0.990. The reactants are [OH:1][C:2]1[CH:11]=[CH:10][C:5]([C:6]([O:8][CH3:9])=[O:7])=[C:4]([O:12][CH3:13])[CH:3]=1.Br[CH2:15][C:16]#[N:17].C(=O)([O-])[O-].[K+].[K+]. The catalyst is CN(C)C=O.C(OCC)(=O)C.O. (2) The catalyst is O.C(O)C. The product is [CH2:1]([O:8][C:9]1[CH:10]=[C:11]([C:15]2[C:19]([C:20]3[CH:21]=[CH:22][N:23]=[CH:24][CH:25]=3)=[N:18][N:17]3[C:37]([CH:39]4[CH2:44][CH2:43][CH2:42][CH2:41][CH2:40]4)=[C:36]([C:35]([O:34][CH2:32][CH3:33])=[O:45])[N:27]=[N:26][C:16]=23)[CH:12]=[CH:13][CH:14]=1)[C:2]1[CH:7]=[CH:6][CH:5]=[CH:4][CH:3]=1. The yield is 0.640. The reactants are [CH2:1]([O:8][C:9]1[CH:10]=[C:11]([C:15]2[C:16]([NH2:26])=[N:17][NH:18][C:19]=2[C:20]2[CH:25]=[CH:24][N:23]=[CH:22][CH:21]=2)[CH:12]=[CH:13][CH:14]=1)[C:2]1[CH:7]=[CH:6][CH:5]=[CH:4][CH:3]=1.[N:27]([O-])=O.[Na+].Cl.[CH2:32]([O:34][C:35](=[O:45])[CH2:36][C:37]([CH:39]1[CH2:44][CH2:43][CH2:42][CH2:41][CH2:40]1)=O)[CH3:33].C([O-])(=O)C.[Na+]. (3) The reactants are [Si]([O:8][CH2:9][CH2:10][CH2:11][O:12][C:13]1[CH:18]=[CH:17][C:16]([C:19]2[CH:24]=[CH:23][C:22]([C:25]([O:27][CH2:28][CH3:29])=[O:26])=[CH:21][CH:20]=2)=[CH:15][C:14]=1[C:30]1[CH:35]=[CH:34][C:33]([N:36]([CH2:39][CH3:40])[CH2:37][CH3:38])=[CH:32][CH:31]=1)(C(C)(C)C)(C)C.[F-].C([N+](CCCC)(CCCC)CCCC)CCC. The catalyst is O1CCCC1. The product is [CH2:39]([N:36]([CH2:37][CH3:38])[C:33]1[CH:34]=[CH:35][C:30]([C:14]2[CH:15]=[C:16]([C:19]3[CH:20]=[CH:21][C:22]([C:25]([O:27][CH2:28][CH3:29])=[O:26])=[CH:23][CH:24]=3)[CH:17]=[CH:18][C:13]=2[O:12][CH2:11][CH2:10][CH2:9][OH:8])=[CH:31][CH:32]=1)[CH3:40]. The yield is 0.740. (4) The reactants are [F:1][C:2]1[CH:17]=[C:16]([CH:18]=O)[CH:15]=[CH:14][C:3]=1[O:4][C:5]1[N:6]=[CH:7][C:8]([C:11]([NH2:13])=[O:12])=[N:9][CH:10]=1.[CH2:20]([NH2:25])[CH2:21][CH:22]([CH3:24])[CH3:23].[BH4-].[Na+]. The catalyst is CO. The product is [F:1][C:2]1[CH:17]=[C:16]([CH2:18][NH:25][CH2:20][CH2:21][CH:22]([CH3:24])[CH3:23])[CH:15]=[CH:14][C:3]=1[O:4][C:5]1[N:6]=[CH:7][C:8]([C:11]([NH2:13])=[O:12])=[N:9][CH:10]=1. The yield is 0.500. (5) The reactants are [CH2:1]([O:8][C:9]1[CH:13]=[C:12]([CH2:14][CH2:15][C:16]([O:18]CC)=[O:17])[N:11]([CH2:21][C:22]2[CH:27]=[CH:26][C:25]([Cl:28])=[CH:24][C:23]=2[Cl:29])[N:10]=1)[C:2]1[CH:7]=[CH:6][CH:5]=[CH:4][CH:3]=1.[OH-].[Na+].O1CCCC1. The catalyst is C(O)C. The product is [CH2:1]([O:8][C:9]1[CH:13]=[C:12]([CH2:14][CH2:15][C:16]([OH:18])=[O:17])[N:11]([CH2:21][C:22]2[CH:27]=[CH:26][C:25]([Cl:28])=[CH:24][C:23]=2[Cl:29])[N:10]=1)[C:2]1[CH:3]=[CH:4][CH:5]=[CH:6][CH:7]=1. The yield is 0.880. (6) The reactants are [C:1]1([NH:7][NH:8][C:9]2[CH:14]=[CH:13][CH:12]=[CH:11][CH:10]=2)[CH:6]=[CH:5][CH:4]=[CH:3][CH:2]=1.[CH2:15]([CH:18]([C:24](OCC)=[O:25])[C:19](OCC)=[O:20])[CH:16]=[CH2:17].[Na]. No catalyst specified. The product is [CH2:15]([CH:18]1[C:19](=[O:20])[N:7]([C:1]2[CH:2]=[CH:3][CH:4]=[CH:5][CH:6]=2)[N:8]([C:9]2[CH:14]=[CH:13][CH:12]=[CH:11][CH:10]=2)[C:24]1=[O:25])[CH:16]=[CH2:17]. The yield is 0.300. (7) The reactants are Cl.Cl.[NH2:3][CH:4]([C:16]1[CH:21]=[CH:20][CH:19]=[CH:18][CH:17]=1)[C:5]([O:7][C@@H:8]1[CH:13]2[CH2:14][CH2:15][N:10]([CH2:11][CH2:12]2)[CH2:9]1)=[O:6].C(N(CC)CC)C.[C:29]1([S:35](Cl)(=[O:37])=[O:36])[CH:34]=[CH:33][CH:32]=[CH:31][CH:30]=1. The catalyst is C(Cl)Cl. The product is [C:16]1([CH:4]([NH:3][S:35]([C:29]2[CH:34]=[CH:33][CH:32]=[CH:31][CH:30]=2)(=[O:37])=[O:36])[C:5]([O:7][C@@H:8]2[CH:13]3[CH2:12][CH2:11][N:10]([CH2:15][CH2:14]3)[CH2:9]2)=[O:6])[CH:21]=[CH:20][CH:19]=[CH:18][CH:17]=1. The yield is 0.460.